The task is: Predict the reaction yield, written as a fraction of the theoretical maximum amount of product (1.0 means a 100% yield; for example, 0.34 means a 34% yield).. This data is from Reaction yield outcomes from USPTO patents with 853,638 reactions. (1) The reactants are CC1C=CC(S(O[CH2:12][CH:13]([C:19]2[CH:24]=[CH:23][C:22]([Br:25])=[CH:21][CH:20]=2)[CH2:14][O:15][C:16](=[O:18])[CH3:17])(=O)=O)=CC=1.[C:26]1([C@H:32]([NH2:34])[CH3:33])[CH:31]=[CH:30][CH:29]=[CH:28][CH:27]=1. The catalyst is CN(C)C=O. The product is [C:16]([O:15][CH2:14][CH:13]([C:19]1[CH:20]=[CH:21][C:22]([Br:25])=[CH:23][CH:24]=1)[CH2:12][NH:34][C@@H:32]([C:26]1[CH:31]=[CH:30][CH:29]=[CH:28][CH:27]=1)[CH3:33])(=[O:18])[CH3:17]. The yield is 0.400. (2) The yield is 0.968. The reactants are [CH3:1][O:2][C:3]1[CH:16]=[CH:15][CH:14]=[C:13]2[C:4]=1[O:5][C:6]1[CH:7]=C(C(O)=O)[CH:9]=[CH:10][C:11]=1[C:12]2=[O:17].CN(C([O:28]N1N=NC2C=CC=CC1=2)=[N+](C)C)C.F[P-](F)(F)(F)(F)F.[CH:45]([N:48]([CH:51]([CH3:53])C)[CH2:49][CH3:50])([CH3:47])C.C(NCC)C. The catalyst is CN(C=O)C. The product is [CH2:51]([N:48]([CH2:49][CH3:50])[C:45]([C:47]1[CH:9]=[CH:10][C:11]2[C:12](=[O:17])[C:13]3[C:4]([O:5][C:6]=2[CH:7]=1)=[C:3]([O:2][CH3:1])[CH:16]=[CH:15][CH:14]=3)=[O:28])[CH3:53].